From a dataset of Forward reaction prediction with 1.9M reactions from USPTO patents (1976-2016). Predict the product of the given reaction. (1) Given the reactants [Cl:1][C:2]1[CH:10]=[C:9]2[C:5]([CH:6]([CH3:12])[C:7](=[O:11])[NH:8]2)=[CH:4][CH:3]=1.[CH2:13](Br)[C:14]1[CH:19]=[CH:18][CH:17]=[CH:16][CH:15]=1, predict the reaction product. The product is: [CH2:13]([C:6]1([CH3:12])[C:5]2[C:9](=[CH:10][C:2]([Cl:1])=[CH:3][CH:4]=2)[NH:8][C:7]1=[O:11])[C:14]1[CH:19]=[CH:18][CH:17]=[CH:16][CH:15]=1. (2) Given the reactants [OH-].[Na+].C([O:5][C:6](=[O:22])[C:7]([NH:9][C:10]1[CH:15]=[CH:14][C:13]([C:16]2[CH:21]=[CH:20][CH:19]=[CH:18][CH:17]=2)=[CH:12][CH:11]=1)=[O:8])C.Cl, predict the reaction product. The product is: [C:13]1([C:16]2[CH:17]=[CH:18][CH:19]=[CH:20][CH:21]=2)[CH:14]=[CH:15][C:10]([NH:9][C:7](=[O:8])[C:6]([OH:22])=[O:5])=[CH:11][CH:12]=1. (3) Given the reactants [CH2:1]([C:4]1[CH:11]=[CH:10][C:7]([CH:8]=O)=[CH:6][CH:5]=1)[CH2:2][CH3:3].C([NH:31][CH2:32][CH2:33][N:34]1[C:38](=[O:39])[CH2:37][S:36][C:35]1=[O:40])(C1C=CC=CC=1)(C1C=CC=CC=1)C1C=CC=CC=1.N1CCCCC1.NCCN1C(=O)/C(=C/C2C=CC=CC=2)/SC1=O, predict the reaction product. The product is: [NH2:31][CH2:32][CH2:33][N:34]1[C:38](=[O:39])/[C:37](=[CH:8]/[C:7]2[CH:10]=[CH:11][C:4]([CH2:1][CH2:2][CH3:3])=[CH:5][CH:6]=2)/[S:36][C:35]1=[O:40]. (4) Given the reactants Br[CH2:2][CH2:3][O:4][CH:5]1[CH2:10][CH2:9][CH2:8][CH2:7][O:6]1.C(=O)([O-])[O-].[K+].[K+].[OH:17][C:18]1[CH:39]=[CH:38][C:21]([CH2:22][CH:23]([CH2:29][CH2:30][O:31][C:32]2[CH:37]=[CH:36][CH:35]=[CH:34][CH:33]=2)[C:24]([O:26][CH2:27][CH3:28])=[O:25])=[CH:20][CH:19]=1.CC(N(C)C)=O, predict the reaction product. The product is: [O:31]([CH2:30][CH2:29][CH:23]([CH2:22][C:21]1[CH:38]=[CH:39][C:18]([O:17][CH2:2][CH2:3][O:4][CH:5]2[CH2:10][CH2:9][CH2:8][CH2:7][O:6]2)=[CH:19][CH:20]=1)[C:24]([O:26][CH2:27][CH3:28])=[O:25])[C:32]1[CH:33]=[CH:34][CH:35]=[CH:36][CH:37]=1. (5) Given the reactants [C:1]([NH:4][C:5]1[S:9][C:8]2[C:10]([O:15][CH2:16][CH2:17][N:18]([CH2:21][CH3:22])[CH2:19][CH3:20])=[C:11](Br)[CH:12]=[CH:13][C:7]=2[C:6]=1[C:23]([O:25][CH2:26][CH3:27])=[O:24])(=[O:3])[CH3:2].[N:28]1[CH:33]=[CH:32][C:31](B(O)O)=[CH:30][CH:29]=1.P([O-])([O-])([O-])=O.[K+].[K+].[K+], predict the reaction product. The product is: [C:1]([NH:4][C:5]1[S:9][C:8]2[C:10]([O:15][CH2:16][CH2:17][N:18]([CH2:21][CH3:22])[CH2:19][CH3:20])=[C:11]([C:31]3[CH:32]=[CH:33][N:28]=[CH:29][CH:30]=3)[CH:12]=[CH:13][C:7]=2[C:6]=1[C:23]([O:25][CH2:26][CH3:27])=[O:24])(=[O:3])[CH3:2]. (6) Given the reactants I[C:2]1[CH:3]=[N:4][N:5]2[CH2:10][C@H:9]([CH3:11])[N:8]([C:12]([O:14][C:15]([CH3:18])([CH3:17])[CH3:16])=[O:13])[CH2:7][C:6]=12.[NH:19]1[CH2:23][C:22](=[O:24])[NH:21][CH2:20]1.P([O-])([O-])([O-])=O.[K+].[K+].[K+].[C@H]1(N)CCCC[C@@H]1N, predict the reaction product. The product is: [CH3:11][C@H:9]1[CH2:10][N:5]2[N:4]=[CH:3][C:2]([N:21]3[C:22](=[O:24])[CH2:23][NH:19][CH2:20]3)=[C:6]2[CH2:7][N:8]1[C:12]([O:14][C:15]([CH3:18])([CH3:17])[CH3:16])=[O:13]. (7) Given the reactants [F:1][C:2]1[CH:3]=[C:4]([C:12]2[C:13]3[CH:20]([CH2:21][C:22]([NH:24][CH3:25])=[O:23])[CH2:19][CH2:18][C:14]=3[CH:15]=[N:16][CH:17]=2)[CH:5]=[CH:6][C:7]=1[C:8]([F:11])([F:10])[F:9].[CH2:26](N)[CH2:27]C, predict the reaction product. The product is: [F:1][C:2]1[CH:3]=[C:4]([C:12]2[C:13]3[CH:20]([CH2:21][C:22]([NH:24][CH2:25][CH2:26][CH3:27])=[O:23])[CH2:19][CH2:18][C:14]=3[CH:15]=[N:16][CH:17]=2)[CH:5]=[CH:6][C:7]=1[C:8]([F:11])([F:9])[F:10]. (8) Given the reactants [CH2:1]([O:3][C:4](=[O:29])[CH:5]([C:13]1[NH:14][C:15]2[C:20]([C:21]=1[S:22][C:23]([CH3:26])([CH3:25])[CH3:24])=[CH:19][C:18]([O:27][CH3:28])=[CH:17][CH:16]=2)[CH2:6][C:7]1[CH:12]=[CH:11][CH:10]=[CH:9][CH:8]=1)[CH3:2].I[CH3:31], predict the reaction product. The product is: [CH2:1]([O:3][C:4](=[O:29])[CH:5]([C:13]1[N:14]([CH3:31])[C:15]2[C:20]([C:21]=1[S:22][C:23]([CH3:24])([CH3:25])[CH3:26])=[CH:19][C:18]([O:27][CH3:28])=[CH:17][CH:16]=2)[CH2:6][C:7]1[CH:8]=[CH:9][CH:10]=[CH:11][CH:12]=1)[CH3:2].